The task is: Regression. Given two drug SMILES strings and cell line genomic features, predict the synergy score measuring deviation from expected non-interaction effect.. This data is from NCI-60 drug combinations with 297,098 pairs across 59 cell lines. (1) Drug 1: C1CCN(CC1)CCOC2=CC=C(C=C2)C(=O)C3=C(SC4=C3C=CC(=C4)O)C5=CC=C(C=C5)O. Drug 2: C1CNP(=O)(OC1)N(CCCl)CCCl. Cell line: MOLT-4. Synergy scores: CSS=-3.66, Synergy_ZIP=0.243, Synergy_Bliss=-5.36, Synergy_Loewe=-8.06, Synergy_HSA=-7.20. (2) Drug 1: C1=C(C(=O)NC(=O)N1)F. Drug 2: CC1CCC2CC(C(=CC=CC=CC(CC(C(=O)C(C(C(=CC(C(=O)CC(OC(=O)C3CCCCN3C(=O)C(=O)C1(O2)O)C(C)CC4CCC(C(C4)OC)OP(=O)(C)C)C)C)O)OC)C)C)C)OC. Cell line: UACC62. Synergy scores: CSS=26.6, Synergy_ZIP=-6.27, Synergy_Bliss=-3.55, Synergy_Loewe=3.36, Synergy_HSA=4.45. (3) Drug 1: CN(C)C1=NC(=NC(=N1)N(C)C)N(C)C. Drug 2: CCCCC(=O)OCC(=O)C1(CC(C2=C(C1)C(=C3C(=C2O)C(=O)C4=C(C3=O)C=CC=C4OC)O)OC5CC(C(C(O5)C)O)NC(=O)C(F)(F)F)O. Cell line: IGROV1. Synergy scores: CSS=0.836, Synergy_ZIP=-1.38, Synergy_Bliss=-3.09, Synergy_Loewe=-4.09, Synergy_HSA=-2.72. (4) Cell line: MCF7. Synergy scores: CSS=31.8, Synergy_ZIP=-10.9, Synergy_Bliss=-4.18, Synergy_Loewe=-1.68, Synergy_HSA=-0.661. Drug 1: C1=CC=C(C=C1)NC(=O)CCCCCCC(=O)NO. Drug 2: C1C(C(OC1N2C=NC(=NC2=O)N)CO)O. (5) Drug 1: CNC(=O)C1=NC=CC(=C1)OC2=CC=C(C=C2)NC(=O)NC3=CC(=C(C=C3)Cl)C(F)(F)F. Drug 2: C1=NC2=C(N1)C(=S)N=CN2. Cell line: HS 578T. Synergy scores: CSS=29.5, Synergy_ZIP=0.364, Synergy_Bliss=2.62, Synergy_Loewe=-35.3, Synergy_HSA=-1.79. (6) Drug 1: CC1=C2C(C(=O)C3(C(CC4C(C3C(C(C2(C)C)(CC1OC(=O)C(C(C5=CC=CC=C5)NC(=O)C6=CC=CC=C6)O)O)OC(=O)C7=CC=CC=C7)(CO4)OC(=O)C)O)C)OC(=O)C. Drug 2: CCN(CC)CCCC(C)NC1=C2C=C(C=CC2=NC3=C1C=CC(=C3)Cl)OC. Cell line: MDA-MB-231. Synergy scores: CSS=14.4, Synergy_ZIP=-1.54, Synergy_Bliss=6.82, Synergy_Loewe=1.50, Synergy_HSA=5.71. (7) Drug 1: CN(CC1=CN=C2C(=N1)C(=NC(=N2)N)N)C3=CC=C(C=C3)C(=O)NC(CCC(=O)O)C(=O)O. Drug 2: CN(CCCl)CCCl.Cl. Cell line: CCRF-CEM. Synergy scores: CSS=52.6, Synergy_ZIP=-0.923, Synergy_Bliss=-3.08, Synergy_Loewe=-17.3, Synergy_HSA=-2.92. (8) Drug 1: CCC(=C(C1=CC=CC=C1)C2=CC=C(C=C2)OCCN(C)C)C3=CC=CC=C3.C(C(=O)O)C(CC(=O)O)(C(=O)O)O. Drug 2: CC(C)(C#N)C1=CC(=CC(=C1)CN2C=NC=N2)C(C)(C)C#N. Cell line: MCF7. Synergy scores: CSS=17.0, Synergy_ZIP=-2.82, Synergy_Bliss=-1.34, Synergy_Loewe=0.431, Synergy_HSA=-0.626. (9) Drug 1: C1=NC2=C(N=C(N=C2N1C3C(C(C(O3)CO)O)O)F)N. Drug 2: C1CNP(=O)(OC1)N(CCCl)CCCl. Cell line: OVCAR-4. Synergy scores: CSS=1.28, Synergy_ZIP=-0.195, Synergy_Bliss=3.13, Synergy_Loewe=-0.00929, Synergy_HSA=0.0757.